Dataset: Catalyst prediction with 721,799 reactions and 888 catalyst types from USPTO. Task: Predict which catalyst facilitates the given reaction. (1) Reactant: [I:1][C:2]1[CH:14]=[CH:13][C:5]2[NH:6][C:7](=[O:12])[CH2:8][CH2:9][C:10](=[O:11])[C:4]=2[CH:3]=1.CO[CH:17](OC)[N:18]([CH3:20])[CH3:19].CCOCC. Product: [CH3:17][N:18]([CH:20]=[C:9]1[CH2:8][C:7](=[O:12])[NH:6][C:5]2[CH:13]=[CH:14][C:2]([I:1])=[CH:3][C:4]=2[C:10]1=[O:11])[CH3:19]. The catalyst class is: 1. (2) Reactant: [CH3:1][O:2][C:3]1[CH:8]=[CH:7][C:6]([CH2:9][C:10]2[C:19]3[C:14](=[CH:15][CH:16]=[CH:17][CH:18]=3)[C:13](=[O:20])[N:12]([CH2:21][C@H:22]3[CH2:26][CH2:25][CH2:24][N:23]3C(OC(C)(C)C)=O)[N:11]=2)=[CH:5][CH:4]=1.C(O)(C(F)(F)F)=O. Product: [CH3:1][O:2][C:3]1[CH:4]=[CH:5][C:6]([CH2:9][C:10]2[C:19]3[C:14](=[CH:15][CH:16]=[CH:17][CH:18]=3)[C:13](=[O:20])[N:12]([CH2:21][C@H:22]3[CH2:26][CH2:25][CH2:24][NH:23]3)[N:11]=2)=[CH:7][CH:8]=1. The catalyst class is: 2. (3) Reactant: O[C:2]1C=CC(C(=O)C=[CH:8][C:9]2[CH:14]=[CH:13][C:12](OC)=[CH:11][CH:10]=2)=C[CH:3]=1.C(Cl)CCl.C1C=CC2N([OH:33])N=NC=2C=1.C(N(CC)CC)C.CN([CH:44]=[O:45])C. Product: [CH:9]12[CH2:8][CH:12]([CH:11]=[CH:10]1)[CH2:13][CH:14]2[C:44]([OH:45])=[O:33].[CH2:2]=[CH2:3]. The catalyst class is: 5. (4) Reactant: [CH3:1][O:2][C:3](=[O:13])[C:4]1[CH:9]=[CH:8][CH:7]=[C:6]([N:10]=[C:11]=[O:12])[CH:5]=1.[C:14]([C:18]1[CH:23]=[CH:22][C:21]([NH:24][CH2:25][C:26]2[CH:39]=[CH:38][C:29]([C:30]([NH:32][C:33]3[N:34]=[N:35][NH:36][N:37]=3)=[O:31])=[CH:28][CH:27]=2)=[CH:20][CH:19]=1)([CH3:17])([CH3:16])[CH3:15]. Product: [CH3:1][O:2][C:3](=[O:13])[C:4]1[CH:9]=[CH:8][CH:7]=[C:6]([NH:10][C:11]([N:24]([C:21]2[CH:20]=[CH:19][C:18]([C:14]([CH3:17])([CH3:16])[CH3:15])=[CH:23][CH:22]=2)[CH2:25][C:26]2[CH:27]=[CH:28][C:29]([C:30](=[O:31])[NH:32][C:33]3[N:34]=[N:35][NH:36][N:37]=3)=[CH:38][CH:39]=2)=[O:12])[CH:5]=1. The catalyst class is: 68. (5) Reactant: [F:1][C:2]1[CH:7]=[C:6]([CH:8]=O)[CH:5]=[CH:4][N:3]=1.[N+:10]([CH3:13])([O-:12])=[O:11].C(N(CC)CC)C.CS(Cl)(=O)=O. Product: [F:1][C:2]1[CH:7]=[C:6]([CH:8]=[CH:13][N+:10]([O-:12])=[O:11])[CH:5]=[CH:4][N:3]=1. The catalyst class is: 2. (6) Reactant: [CH2:1]([N:5]([CH2:23][CH:24]([CH3:26])[CH3:25])[C:6]1[CH:11]=[CH:10][C:9]([C:12]([CH3:19])=[CH:13][C:14]([O:16][CH2:17][CH3:18])=[O:15])=[CH:8][C:7]=1[N+:20]([O-])=O)[CH:2]([CH3:4])[CH3:3]. Product: [NH2:20][C:7]1[CH:8]=[C:9]([CH:12]([CH3:19])[CH2:13][C:14]([O:16][CH2:17][CH3:18])=[O:15])[CH:10]=[CH:11][C:6]=1[N:5]([CH2:23][CH:24]([CH3:25])[CH3:26])[CH2:1][CH:2]([CH3:4])[CH3:3]. The catalyst class is: 78.